Dataset: Forward reaction prediction with 1.9M reactions from USPTO patents (1976-2016). Task: Predict the product of the given reaction. (1) Given the reactants [F:1][C:2]1[CH:11]=[CH:10][C:5]2[C:6]([CH3:9])=[N:7][S:8][C:4]=2[CH:3]=1.[Br:12]N1C(=O)CCC1=O.C(OOC(=O)C1C=CC=CC=1)(=O)C1C=CC=CC=1.[C:38](Cl)(Cl)([Cl:40])[Cl:39], predict the reaction product. The product is: [CH2:38]([Cl:40])[Cl:39].[CH3:2][CH2:3][CH2:4][CH:5]([CH3:10])[CH3:6].[Br:12][CH2:9][C:6]1[C:5]2[CH:10]=[CH:11][C:2]([F:1])=[CH:3][C:4]=2[S:8][N:7]=1. (2) Given the reactants [CH3:1][C@@H:2]1[CH2:6][CH2:5][CH2:4][N:3]1[CH2:7][CH2:8][C:9]1[CH:14]=[CH:13][C:12](B(O)O)=[CH:11][CH:10]=1.Cl[C:19]1[CH:20]=[C:21]2[C:26](=[CH:27][CH:28]=1)[S:25](=[O:30])(=[O:29])[CH2:24][CH2:23][C:22]2=[O:31].C([O-])(=O)C.[K+], predict the reaction product. The product is: [CH3:1][C@@H:2]1[CH2:6][CH2:5][CH2:4][N:3]1[CH2:7][CH2:8][C:9]1[CH:14]=[CH:13][C:12]([C:19]2[CH:20]=[C:21]3[C:26](=[CH:27][CH:28]=2)[S:25](=[O:30])(=[O:29])[CH2:24][CH2:23][C:22]3=[O:31])=[CH:11][CH:10]=1. (3) Given the reactants [CH3:1][O:2][C:3](=[O:39])[CH2:4][CH2:5][NH:6][C:7](=[O:38])[C:8]1[CH:13]=[CH:12][C:11]([CH:14]([O:22]C2C=CC(B3OC(C)(C)C(C)(C)O3)=CC=2)[CH2:15][CH2:16][CH2:17][C:18]([F:21])([F:20])[F:19])=[CH:10][CH:9]=1.Br[C:41]1[C:46]([C:47]([CH3:50])([CH3:49])[CH3:48])=[CH:45][C:44]([C:51]([CH3:54])([CH3:53])[CH3:52])=[CH:43][C:42]=1[C:55]([CH3:58])([CH3:57])[CH3:56].[F-].[K+], predict the reaction product. The product is: [CH3:1][O:2][C:3](=[O:39])[CH2:4][CH2:5][NH:6][C:7](=[O:38])[C:8]1[CH:13]=[CH:12][C:11]([CH:14]([O:22][C:41]2[C:46]([C:47]([CH3:50])([CH3:49])[CH3:48])=[CH:45][C:44]([C:51]([CH3:54])([CH3:53])[CH3:52])=[CH:43][C:42]=2[C:55]([CH3:58])([CH3:57])[CH3:56])[CH2:15][CH2:16][CH2:17][C:18]([F:20])([F:21])[F:19])=[CH:10][CH:9]=1. (4) Given the reactants [Cl:1][C:2]1[CH:7]=[CH:6][C:5]([CH2:8][C@H:9]([NH:33][C:34](=[O:36])[CH3:35])[C@H:10]([OH:32])[CH2:11][NH:12][C@@H:13]2[C:22]3[C:17](=[N:18][CH:19]=[C:20]([CH2:23][C:24]([CH3:28])([CH3:27])[C:25]#[CH:26])[CH:21]=3)[O:16][C:15]3([CH2:31][CH2:30][CH2:29]3)[CH2:14]2)=[CH:4][CH:3]=1.CC(O)=O, predict the reaction product. The product is: [Cl:1][C:2]1[CH:7]=[CH:6][C:5]([CH2:8][C@H:9]([NH:33][C:34](=[O:36])[CH3:35])[C@H:10]([OH:32])[CH2:11][NH:12][C@@H:13]2[C:22]3[C:17](=[N:18][CH:19]=[C:20]([CH2:23][C:24]([CH3:27])([CH3:28])[CH2:25][CH3:26])[CH:21]=3)[O:16][C:15]3([CH2:31][CH2:30][CH2:29]3)[CH2:14]2)=[CH:4][CH:3]=1. (5) Given the reactants N1C=CC=CC=1C(O)=O.P([O-])([O-])([O-])=O.[K+].[K+].[K+].Br[C:19]1[CH:24]=[CH:23][C:22]([C:25]([F:28])([F:27])[CH3:26])=[CH:21][CH:20]=1.[O:29]=[S:30]1(=[O:49])[CH2:35][CH2:34][N:33]2[CH:36]3[CH2:41][CH2:40][C:39]([C:42]4[CH:47]=[CH:46][C:45]([OH:48])=[CH:44][CH:43]=4)([C:32]2=[N:31]1)[CH2:38][CH2:37]3, predict the reaction product. The product is: [F:27][C:25]([C:22]1[CH:23]=[CH:24][C:19]([O:48][C:45]2[CH:46]=[CH:47][C:42]([C:39]34[CH2:40][CH2:41][CH:36]([N:33]5[CH2:34][CH2:35][S:30](=[O:49])(=[O:29])[N:31]=[C:32]53)[CH2:37][CH2:38]4)=[CH:43][CH:44]=2)=[CH:20][CH:21]=1)([F:28])[CH3:26]. (6) Given the reactants [F:1][C:2]1([F:30])[CH2:7][CH2:6][CH:5]([CH2:8][C@H:9]([NH:22]C(=O)OC(C)(C)C)[CH2:10][N:11]([CH3:21])[C:12]([O:14][CH2:15][CH2:16][Si:17]([CH3:20])([CH3:19])[CH3:18])=[O:13])[CH2:4][CH2:3]1.C1(C)C(S(O)(=O)=O)=CC=CC=1, predict the reaction product. The product is: [NH2:22][C@@H:9]([CH2:8][CH:5]1[CH2:4][CH2:3][C:2]([F:30])([F:1])[CH2:7][CH2:6]1)[CH2:10][N:11]([CH3:21])[C:12](=[O:13])[O:14][CH2:15][CH2:16][Si:17]([CH3:19])([CH3:20])[CH3:18].